This data is from Forward reaction prediction with 1.9M reactions from USPTO patents (1976-2016). The task is: Predict the product of the given reaction. (1) The product is: [F:26][C:27]1[CH:28]=[C:29]([NH:34][C:35]2[O:25][C:3]([C:4]([NH:6][C:7]3[CH:8]=[CH:9][C:10]([O:11][C@@H:12]4[CH2:13][CH2:14][C@H:15]([C:18]([OH:20])=[O:19])[CH2:16][CH2:17]4)=[CH:23][CH:24]=3)=[O:5])=[N:1][N:2]=2)[CH:30]=[CH:31][C:32]=1[F:33]. Given the reactants [NH:1]([C:3](=[O:25])[C:4]([NH:6][C:7]1[CH:24]=[CH:23][C:10]([O:11][C@@H:12]2[CH2:17][CH2:16][C@H:15]([C:18]([O:20]CC)=[O:19])[CH2:14][CH2:13]2)=[CH:9][CH:8]=1)=[O:5])[NH2:2].[F:26][C:27]1[CH:28]=[C:29]([N:34]=[C:35]=S)[CH:30]=[CH:31][C:32]=1[F:33].CCN=C=NCCCN(C)C.[OH-].[Na+].Cl, predict the reaction product. (2) Given the reactants C(O[C:6]([N:8]1[CH2:12][C:11](=[N:13][O:14][CH3:15])[CH2:10][C@H:9]1[C:16]([OH:18])=[O:17])=[O:7])(C)(C)C.[Cl:19][C:20]1[CH:21]=[C:22]([C:27]2[CH:32]=[CH:31][C:30](C(O)=O)=[CH:29][CH:28]=2)[CH:23]=[CH:24][C:25]=1[Cl:26].[CH3:36]O, predict the reaction product. The product is: [Cl:19][C:20]1[CH:21]=[C:22]([C:27]2[CH:32]=[CH:31][C:30]([C:6]([N:8]3[CH2:12][C:11](=[N:13][O:14][CH3:15])[CH2:10][C@H:9]3[C:16]([O:18][CH3:36])=[O:17])=[O:7])=[CH:29][CH:28]=2)[CH:23]=[CH:24][C:25]=1[Cl:26]. (3) Given the reactants [S:1]1[CH:5]=[CH:4][N:3]=[C:2]1[NH:6][C:7](=[O:17])[C:8]1[CH:16]=[CH:15][C:11]([C:12]([OH:14])=O)=[CH:10][CH:9]=1.CCN(C(C)C)C(C)C.Cl.CN(C)CCCN=C=NCC.ON1C2C=CC=CC=2N=N1.[CH3:49][C:50]([CH3:54])([CH3:53])[CH2:51][NH2:52].Cl, predict the reaction product. The product is: [CH3:49][C:50]([CH3:54])([CH3:53])[CH2:51][NH:52][C:12](=[O:14])[C:11]1[CH:10]=[CH:9][C:8]([C:7]([NH:6][C:2]2[S:1][CH:5]=[CH:4][N:3]=2)=[O:17])=[CH:16][CH:15]=1. (4) Given the reactants [C:1]([O:9][C@@H:10]1[C@H:14]([O:15][C:16](=[O:23])[C:17]2[CH:22]=[CH:21][CH:20]=[CH:19][CH:18]=2)[C@@H:13]([C:24]([NH:26][CH2:27][CH3:28])=[O:25])[O:12][C@H:11]1[N:29]1[CH:37]=[N:36][C:35]2[C:30]1=[N:31][C:32]([I:39])=[N:33][C:34]=2Cl)(=[O:8])[C:2]1[CH:7]=[CH:6][CH:5]=[CH:4][CH:3]=1.[CH:40]1([NH2:46])[CH2:45][CH2:44][CH2:43][CH2:42][CH2:41]1, predict the reaction product. The product is: [C:1]([O:9][C@@H:10]1[C@H:14]([O:15][C:16](=[O:23])[C:17]2[CH:22]=[CH:21][CH:20]=[CH:19][CH:18]=2)[C@@H:13]([C:24]([NH:26][CH2:27][CH3:28])=[O:25])[O:12][C@H:11]1[N:29]1[CH:37]=[N:36][C:35]2[C:30]1=[N:31][C:32]([I:39])=[N:33][C:34]=2[NH:46][CH:40]1[CH2:45][CH2:44][CH2:43][CH2:42][CH2:41]1)(=[O:8])[C:2]1[CH:7]=[CH:6][CH:5]=[CH:4][CH:3]=1. (5) Given the reactants [Cl:1][C:2]1[C:3]([NH:21][CH:22]2[CH2:24][CH2:23]2)=[N:4][C:5]([NH:8][C:9]2[CH:10]=[C:11]([N:15]3[CH2:19][CH2:18][CH2:17][C:16]3=[O:20])[CH:12]=[CH:13][CH:14]=2)=[N:6][CH:7]=1.[H-].[Na+].Cl[C:28]([O:30][CH2:31][CH3:32])=[O:29].C([O-])(O)=O.[Na+], predict the reaction product. The product is: [Cl:1][C:2]1[C:3]([NH:21][CH:22]2[CH2:23][CH2:24]2)=[N:4][C:5]([N:8]([C:9]2[CH:14]=[CH:13][CH:12]=[C:11]([N:15]3[CH2:19][CH2:18][CH2:17][C:16]3=[O:20])[CH:10]=2)[C:28](=[O:29])[O:30][CH2:31][CH3:32])=[N:6][CH:7]=1. (6) Given the reactants [C:1]([C:3]1[CH:4]=[C:5]([CH:10]([CH3:32])[C:11]([NH:13][CH2:14][C:15]2[C:16]([N:25]3[CH2:30][CH2:29][CH:28]([CH3:31])[CH2:27][CH2:26]3)=[N:17][C:18]([C:21]([F:24])([F:23])[F:22])=[CH:19][CH:20]=2)=[O:12])[CH:6]=[CH:7][C:8]=1[F:9])#[N:2].O.[BH4-].[Na+], predict the reaction product. The product is: [NH2:2][CH2:1][C:3]1[CH:4]=[C:5]([CH:10]([CH3:32])[C:11]([NH:13][CH2:14][C:15]2[C:16]([N:25]3[CH2:30][CH2:29][CH:28]([CH3:31])[CH2:27][CH2:26]3)=[N:17][C:18]([C:21]([F:24])([F:23])[F:22])=[CH:19][CH:20]=2)=[O:12])[CH:6]=[CH:7][C:8]=1[F:9]. (7) Given the reactants [NH2:1][CH2:2][C:3]1[CH:8]=[CH:7][C:6]([O:9][CH2:10][C:11]2[CH:16]=[CH:15][CH:14]=[CH:13][CH:12]=2)=[CH:5][C:4]=1[NH:17][CH2:18][CH2:19][CH2:20][O:21][CH3:22].[C:23](C1NC=CN=1)(C1NC=CN=1)=[O:24], predict the reaction product. The product is: [CH2:10]([O:9][C:6]1[CH:5]=[C:4]2[C:3]([CH2:2][NH:1][C:23](=[O:24])[N:17]2[CH2:18][CH2:19][CH2:20][O:21][CH3:22])=[CH:8][CH:7]=1)[C:11]1[CH:16]=[CH:15][CH:14]=[CH:13][CH:12]=1.